This data is from Forward reaction prediction with 1.9M reactions from USPTO patents (1976-2016). The task is: Predict the product of the given reaction. (1) Given the reactants [NH2:1][C:2]1[C:7]2[C:8]([C:11]3[CH:16]=[CH:15][C:14]([NH:17][C:18]([C:20]4[N:21]([CH3:29])[C:22]5[C:27]([CH:28]=4)=[CH:26][CH:25]=[CH:24][CH:23]=5)=[O:19])=[C:13]([O:30][CH3:31])[CH:12]=3)=[CH:9][S:10][C:6]=2[C:5](/[CH:32]=[CH:33]/[CH:34]=O)=[CH:4][N:3]=1.[NH:36]1[CH2:40][CH2:39][CH:38]([NH:41]C(=O)OC(C)(C)C)[CH2:37]1.Cl.O1CCOCC1.C(=O)([O-])[O-].[Na+].[Na+], predict the reaction product. The product is: [NH2:1][C:2]1[C:7]2[C:8]([C:11]3[CH:16]=[CH:15][C:14]([NH:17][C:18]([C:20]4[N:21]([CH3:29])[C:22]5[C:27]([CH:28]=4)=[CH:26][CH:25]=[CH:24][CH:23]=5)=[O:19])=[C:13]([O:30][CH3:31])[CH:12]=3)=[CH:9][S:10][C:6]=2[C:5](/[CH:32]=[CH:33]/[CH2:34][N:36]2[CH2:40][CH2:39][CH:38]([NH2:41])[CH2:37]2)=[CH:4][N:3]=1. (2) Given the reactants Br[C:2]1[CH:10]=[CH:9][CH:8]=[C:7]2[C:3]=1[CH:4]=[N:5][NH:6]2.CC1(C)C(C)(C)OB([C:19]2[CH:31]=[CH:30][C:22]3[N:23]=[C:24]([NH:26][C:27](=[O:29])[CH3:28])[S:25][C:21]=3[CH:20]=2)O1.C(=O)([O-])[O-].[Na+].[Na+], predict the reaction product. The product is: [NH:6]1[C:7]2[C:3](=[C:2]([C:19]3[CH:31]=[CH:30][C:22]4[N:23]=[C:24]([NH:26][C:27](=[O:29])[CH3:28])[S:25][C:21]=4[CH:20]=3)[CH:10]=[CH:9][CH:8]=2)[CH:4]=[N:5]1. (3) The product is: [C:25]([NH:2][C@H:3]([C:14]([O:16][CH3:17])=[O:15])[CH2:4][C:5]1[C:13]2[C:8](=[CH:9][CH:10]=[CH:11][CH:12]=2)[NH:7][CH:6]=1)(=[O:29])/[CH:26]=[CH:27]/[CH3:28]. Given the reactants Cl.[NH2:2][C@H:3]([C:14]([O:16][CH3:17])=[O:15])[CH2:4][C:5]1[C:13]2[C:8](=[CH:9][CH:10]=[CH:11][CH:12]=2)[NH:7][CH:6]=1.C(N(CC)CC)C.[C:25](O)(=[O:29])/[CH:26]=[CH:27]/[CH3:28].CCN=C=NCCCN(C)C.Cl, predict the reaction product. (4) Given the reactants [N:1]1[N:2]([CH2:10][C@H:11]2[CH2:15][CH2:14][C@@H:13]([NH2:16])[CH2:12]2)[N:3]=[C:4]2[CH:9]=[CH:8][CH:7]=[CH:6][C:5]=12.[C:17]([OH:23])([C:19]([F:22])([F:21])[F:20])=[O:18], predict the reaction product. The product is: [F:20][C:19]([F:22])([F:21])[C:17]([OH:23])=[O:18].[N:1]1[N:2]([CH2:10][C@H:11]2[CH2:15][CH2:14][C@@H:13]([NH2:16])[CH2:12]2)[N:3]=[C:4]2[CH:9]=[CH:8][CH:7]=[CH:6][C:5]=12.